The task is: Predict the product of the given reaction.. This data is from Forward reaction prediction with 1.9M reactions from USPTO patents (1976-2016). Given the reactants [CH3:1][O:2][C:3]([C:5]1[C:6]([CH2:20][O:21][CH3:22])=[N:7][N:8]([C:13]2[CH:18]=[CH:17][CH:16]=[C:15](Br)[CH:14]=2)[C:9]=1[CH2:10][O:11][CH3:12])=[O:4].[Cl:23][C:24]1[CH:29]=[CH:28][C:27](/[CH:30]=[CH:31]/B(O)O)=[CH:26][CH:25]=1, predict the reaction product. The product is: [CH3:1][O:2][C:3]([C:5]1[C:6]([CH2:20][O:21][CH3:22])=[N:7][N:8]([C:13]2[CH:18]=[CH:17][CH:16]=[C:15](/[CH:31]=[CH:30]/[C:27]3[CH:28]=[CH:29][C:24]([Cl:23])=[CH:25][CH:26]=3)[CH:14]=2)[C:9]=1[CH2:10][O:11][CH3:12])=[O:4].